From a dataset of NCI-60 drug combinations with 297,098 pairs across 59 cell lines. Regression. Given two drug SMILES strings and cell line genomic features, predict the synergy score measuring deviation from expected non-interaction effect. (1) Drug 1: CS(=O)(=O)OCCCCOS(=O)(=O)C. Drug 2: CC(C)NC(=O)C1=CC=C(C=C1)CNNC.Cl. Cell line: HOP-62. Synergy scores: CSS=3.69, Synergy_ZIP=3.62, Synergy_Bliss=2.32, Synergy_Loewe=2.86, Synergy_HSA=3.61. (2) Drug 1: CC1=CC2C(CCC3(C2CCC3(C(=O)C)OC(=O)C)C)C4(C1=CC(=O)CC4)C. Drug 2: C(CC(=O)O)C(=O)CN.Cl. Cell line: EKVX. Synergy scores: CSS=13.3, Synergy_ZIP=-2.34, Synergy_Bliss=2.67, Synergy_Loewe=4.82, Synergy_HSA=5.63.